This data is from NCI-60 drug combinations with 297,098 pairs across 59 cell lines. The task is: Regression. Given two drug SMILES strings and cell line genomic features, predict the synergy score measuring deviation from expected non-interaction effect. (1) Drug 1: C1=CC(=C2C(=C1NCCNCCO)C(=O)C3=C(C=CC(=C3C2=O)O)O)NCCNCCO. Drug 2: CC1C(C(CC(O1)OC2CC(OC(C2O)C)OC3=CC4=CC5=C(C(=O)C(C(C5)C(C(=O)C(C(C)O)O)OC)OC6CC(C(C(O6)C)O)OC7CC(C(C(O7)C)O)OC8CC(C(C(O8)C)O)(C)O)C(=C4C(=C3C)O)O)O)O. Cell line: A498. Synergy scores: CSS=34.5, Synergy_ZIP=4.59, Synergy_Bliss=6.13, Synergy_Loewe=-4.21, Synergy_HSA=6.81. (2) Drug 1: COC1=CC(=CC(=C1O)OC)C2C3C(COC3=O)C(C4=CC5=C(C=C24)OCO5)OC6C(C(C7C(O6)COC(O7)C8=CC=CS8)O)O. Synergy scores: CSS=54.0, Synergy_ZIP=-14.1, Synergy_Bliss=-4.87, Synergy_Loewe=-4.98, Synergy_HSA=-1.36. Drug 2: C1=NC2=C(N1)C(=S)N=C(N2)N. Cell line: SK-OV-3. (3) Drug 1: CNC(=O)C1=CC=CC=C1SC2=CC3=C(C=C2)C(=NN3)C=CC4=CC=CC=N4. Drug 2: C1CC(=O)NC(=O)C1N2CC3=C(C2=O)C=CC=C3N. Cell line: SK-MEL-28. Synergy scores: CSS=4.87, Synergy_ZIP=0.332, Synergy_Bliss=3.21, Synergy_Loewe=0.469, Synergy_HSA=-0.136. (4) Drug 1: C1=NC2=C(N1)C(=S)N=CN2. Drug 2: C1CCC(C(C1)N)N.C(=O)(C(=O)[O-])[O-].[Pt+4]. Cell line: OVCAR-8. Synergy scores: CSS=22.6, Synergy_ZIP=-10.9, Synergy_Bliss=0.597, Synergy_Loewe=-0.0396, Synergy_HSA=4.90. (5) Cell line: IGROV1. Drug 2: CS(=O)(=O)CCNCC1=CC=C(O1)C2=CC3=C(C=C2)N=CN=C3NC4=CC(=C(C=C4)OCC5=CC(=CC=C5)F)Cl. Synergy scores: CSS=7.01, Synergy_ZIP=-4.88, Synergy_Bliss=3.57, Synergy_Loewe=-22.2, Synergy_HSA=-9.86. Drug 1: CC1=C(C=C(C=C1)C(=O)NC2=CC(=CC(=C2)C(F)(F)F)N3C=C(N=C3)C)NC4=NC=CC(=N4)C5=CN=CC=C5. (6) Drug 1: CC12CCC(CC1=CCC3C2CCC4(C3CC=C4C5=CN=CC=C5)C)O. Drug 2: CS(=O)(=O)OCCCCOS(=O)(=O)C. Cell line: UACC62. Synergy scores: CSS=0.516, Synergy_ZIP=-0.954, Synergy_Bliss=2.64, Synergy_Loewe=1.08, Synergy_HSA=2.19. (7) Drug 1: COC1=C(C=C2C(=C1)N=CN=C2NC3=CC(=C(C=C3)F)Cl)OCCCN4CCOCC4. Drug 2: CCN(CC)CCCC(C)NC1=C2C=C(C=CC2=NC3=C1C=CC(=C3)Cl)OC. Cell line: HT29. Synergy scores: CSS=67.1, Synergy_ZIP=9.40, Synergy_Bliss=10.8, Synergy_Loewe=10.9, Synergy_HSA=13.7. (8) Drug 1: CC1=C(C=C(C=C1)C(=O)NC2=CC(=CC(=C2)C(F)(F)F)N3C=C(N=C3)C)NC4=NC=CC(=N4)C5=CN=CC=C5. Drug 2: CC1=C2C(C(=O)C3(C(CC4C(C3C(C(C2(C)C)(CC1OC(=O)C(C(C5=CC=CC=C5)NC(=O)OC(C)(C)C)O)O)OC(=O)C6=CC=CC=C6)(CO4)OC(=O)C)O)C)O. Cell line: ACHN. Synergy scores: CSS=5.12, Synergy_ZIP=0.615, Synergy_Bliss=2.72, Synergy_Loewe=-5.48, Synergy_HSA=-0.741. (9) Drug 1: C1CC(=O)NC(=O)C1N2C(=O)C3=CC=CC=C3C2=O. Drug 2: C(CCl)NC(=O)N(CCCl)N=O. Cell line: SF-295. Synergy scores: CSS=10.6, Synergy_ZIP=-10.6, Synergy_Bliss=-13.6, Synergy_Loewe=-21.2, Synergy_HSA=-12.9.